This data is from HIV replication inhibition screening data with 41,000+ compounds from the AIDS Antiviral Screen. The task is: Binary Classification. Given a drug SMILES string, predict its activity (active/inactive) in a high-throughput screening assay against a specified biological target. The molecule is CN(C)N=Nc1nc2c(c(=O)n(C)c(=O)n2C)n1CC(O)CO. The result is 0 (inactive).